Dataset: TCR-epitope binding with 47,182 pairs between 192 epitopes and 23,139 TCRs. Task: Binary Classification. Given a T-cell receptor sequence (or CDR3 region) and an epitope sequence, predict whether binding occurs between them. (1) The epitope is TLDSKTQSL. The TCR CDR3 sequence is CASSLARWDRANTGELFF. Result: 1 (the TCR binds to the epitope). (2) The epitope is KLSYGIATV. The TCR CDR3 sequence is CSVEILQGGKLFF. Result: 1 (the TCR binds to the epitope). (3) The epitope is TLIGDCATV. The TCR CDR3 sequence is CASSYGGSRNEQFF. Result: 1 (the TCR binds to the epitope). (4) The epitope is LEPLVDLPI. The TCR CDR3 sequence is CASSEASGGAETQYF. Result: 0 (the TCR does not bind to the epitope). (5) The epitope is KMQRMLLEK. The TCR CDR3 sequence is CASSLWDNTEAFF. Result: 0 (the TCR does not bind to the epitope).